From a dataset of Full USPTO retrosynthesis dataset with 1.9M reactions from patents (1976-2016). Predict the reactants needed to synthesize the given product. (1) Given the product [CH3:1][C:2]1[C:6]([C@H:7]([C:8]([O:10][C:11]([CH3:14])([CH3:13])[CH3:12])=[O:9])[C@@H:29]([CH2:28][CH2:27][C:26]([F:25])([F:48])[F:49])[C:30]([O:32][CH2:33][C:34]2[CH:39]=[CH:38][CH:37]=[CH:36][CH:35]=2)=[O:31])=[CH:5][O:4][N:3]=1, predict the reactants needed to synthesize it. The reactants are: [CH3:1][C:2]1[C:6]([CH2:7][C:8]([O:10][C:11]([CH3:14])([CH3:13])[CH3:12])=[O:9])=[CH:5][O:4][N:3]=1.C[Si]([N-][Si](C)(C)C)(C)C.[K+].[F:25][C:26]([F:49])([F:48])[CH2:27][CH2:28][C@@H:29](OS(C(F)(F)F)(=O)=O)[C:30]([O:32][CH2:33][C:34]1[CH:39]=[CH:38][CH:37]=[CH:36][CH:35]=1)=[O:31]. (2) Given the product [C:1]([O:5][C:6]([N:8]1[C:12]([C:13]2[CH:18]=[CH:17][CH:16]=[CH:15][C:14]=2[I:19])=[CH:11][N:10]=[C:9]1[NH:20][C:21]([O:23][C:24]([CH3:27])([CH3:26])[CH3:25])=[O:22])=[O:7])([CH3:4])([CH3:2])[CH3:3], predict the reactants needed to synthesize it. The reactants are: [C:1]([O:5][C:6]([N:8]1[C:12]([C:13]2[CH:18]=[CH:17][CH:16]=[CH:15][C:14]=2[I:19])=[CH:11][N:10]=[C:9]1[NH2:20])=[O:7])([CH3:4])([CH3:3])[CH3:2].[C:21](O[C:21]([O:23][C:24]([CH3:27])([CH3:26])[CH3:25])=[O:22])([O:23][C:24]([CH3:27])([CH3:26])[CH3:25])=[O:22].C[Si]([N-][Si](C)(C)C)(C)C.[Na+]. (3) The reactants are: C([O:8][C:9]1[CH:14]=[CH:13][C:12]([CH2:15][CH:16]([O:22][C:23]2[CH:28]=[CH:27][C:26]([O:29][C:30]([F:33])([F:32])[F:31])=[CH:25][CH:24]=2)[C:17]([O:19][CH2:20][CH3:21])=[O:18])=[CH:11][CH:10]=1)C1C=CC=CC=1.Br.C(=O)([O-])[O-].[K+].[K+]. Given the product [OH:8][C:9]1[CH:10]=[CH:11][C:12]([CH2:15][CH:16]([O:22][C:23]2[CH:28]=[CH:27][C:26]([O:29][C:30]([F:31])([F:32])[F:33])=[CH:25][CH:24]=2)[C:17]([O:19][CH2:20][CH3:21])=[O:18])=[CH:13][CH:14]=1, predict the reactants needed to synthesize it. (4) Given the product [C:2]1([N:8]([CH2:32][CH2:33][C:36]([O:53][CH3:51])=[O:37])[C:9]([C:11]2[CH:31]=[CH:30][C:14]3[N:15]([CH3:29])[C:16]([CH2:18][NH:19][C:20]4[CH:25]=[CH:24][C:23]([C:26](=[NH:28])[NH:27][C:39]([O:41][CH2:42][CH2:43][CH2:44][CH2:45][CH2:46][CH3:47])=[O:40])=[CH:22][CH:21]=4)=[N:17][C:13]=3[CH:12]=2)=[O:10])[CH:3]=[CH:4][CH:5]=[CH:6][CH:7]=1, predict the reactants needed to synthesize it. The reactants are: Cl.[C:2]1([N:8]([CH2:32][C:33](=[C:36]=[O:37])OC)[C:9]([C:11]2[CH:31]=[CH:30][C:14]3[N:15]([CH3:29])[C:16]([CH2:18][NH:19][C:20]4[CH:25]=[CH:24][C:23]([C:26](=[NH:28])[NH2:27])=[CH:22][CH:21]=4)=[N:17][C:13]=3[CH:12]=2)=[O:10])[CH:7]=[CH:6][CH:5]=[CH:4][CH:3]=1.Cl[C:39]([O:41][CH2:42][CH2:43][CH2:44][CH2:45][CH2:46][CH3:47])=[O:40].ClCCl.[CH2:51]([OH:53])C. (5) Given the product [Cl:17][C:18]1[CH:26]=[CH:25][CH:24]=[C:23]2[C:19]=1[C:20]1([C:31]3=[CH:32][C:33]4[O:37][CH2:36][O:35][C:34]=4[CH:38]=[C:30]3[O:29][CH2:28]1)[C:21](=[O:27])[N:22]2[CH2:7][C:4]1[S:3][C:2]([Cl:1])=[CH:6][CH:5]=1, predict the reactants needed to synthesize it. The reactants are: [Cl:1][C:2]1[S:3][C:4]([CH2:7]Cl)=[CH:5][CH:6]=1.BrCC1CCCCO1.[Cl:17][C:18]1[CH:26]=[CH:25][CH:24]=[C:23]2[C:19]=1[C:20]1([C:31]3=[CH:32][C:33]4[O:37][CH2:36][O:35][C:34]=4[CH:38]=[C:30]3[O:29][CH2:28]1)[C:21](=[O:27])[NH:22]2.N1C2C(=CC=CC=2)C2(COC3C=C4C(=CC2=3)CCO4)C1=O. (6) Given the product [CH2:30]([N:33]([CH3:34])[CH2:2]/[CH:3]=[CH:4]/[CH2:5][O:6][CH2:7][C@H:8]1[CH2:13][CH2:12][C@H:11]([CH2:14][N:15]([CH3:29])[S:16]([C:19]2[CH:24]=[CH:23][C:22]([C:25]([F:28])([F:27])[F:26])=[CH:21][CH:20]=2)(=[O:18])=[O:17])[CH2:10][CH2:9]1)[CH:31]=[CH2:32], predict the reactants needed to synthesize it. The reactants are: Br[CH2:2]/[CH:3]=[CH:4]/[CH2:5][O:6][CH2:7][C@H:8]1[CH2:13][CH2:12][C@H:11]([CH2:14][N:15]([CH3:29])[S:16]([C:19]2[CH:24]=[CH:23][C:22]([C:25]([F:28])([F:27])[F:26])=[CH:21][CH:20]=2)(=[O:18])=[O:17])[CH2:10][CH2:9]1.[CH2:30]([NH:33][CH3:34])[CH:31]=[CH2:32]. (7) Given the product [CH3:13][O:12][C:11]1[C:6]([O:5][C:4]2[CH:3]=[C:2]([NH:1][C:40](=[O:43])[CH:41]=[CH2:42])[CH:30]=[CH:29][CH:28]=2)=[N:7][C:8]([NH:14][C:15]2[CH:16]=[CH:17][C:18]([N:21]3[CH2:26][CH2:25][N:24]([CH3:27])[CH2:23][CH2:22]3)=[CH:19][CH:20]=2)=[N:9][CH:10]=1, predict the reactants needed to synthesize it. The reactants are: [NH2:1][C:2]1[CH:3]=[C:4]([CH:28]=[CH:29][CH:30]=1)[O:5][C:6]1[C:11]([O:12][CH3:13])=[CH:10][N:9]=[C:8]([NH:14][C:15]2[CH:20]=[CH:19][C:18]([N:21]3[CH2:26][CH2:25][N:24]([CH3:27])[CH2:23][CH2:22]3)=[CH:17][CH:16]=2)[N:7]=1.CCN(C(C)C)C(C)C.[C:40](Cl)(=[O:43])[CH:41]=[CH2:42]. (8) Given the product [C:1]([SiH2:5][O:6][C:7]([C:24]1[CH:25]=[CH:26][CH:27]=[CH:28][CH:29]=1)([C:30]1[CH:35]=[CH:34][CH:33]=[CH:32][CH:31]=1)[C:8]1[C:13]([N:14]2[CH2:15][C@H:16]([CH3:21])[O:17][C@H:18]([CH3:20])[CH2:19]2)=[C:12]([F:22])[C:11]([F:23])=[C:10]([CH:9]=1)[CH:44]=[O:45])([CH3:3])([CH3:4])[CH3:2], predict the reactants needed to synthesize it. The reactants are: [C:1]([SiH2:5][O:6][C:7]([C:30]1[CH:35]=[CH:34][CH:33]=[CH:32][CH:31]=1)([C:24]1[CH:29]=[CH:28][CH:27]=[CH:26][CH:25]=1)[C:8]1[C:13]([N:14]2[CH2:19][C@H:18]([CH3:20])[O:17][C@H:16]([CH3:21])[CH2:15]2)=[C:12]([F:22])[C:11]([F:23])=[CH:10][CH:9]=1)([CH3:4])([CH3:3])[CH3:2].C([Li])(CC)C.CN([CH:44]=[O:45])C.[NH4+].[Cl-]. (9) Given the product [Br:1][C:2]1[S:6][C:5]([C:7]2([OH:17])[CH2:8][CH2:9][C:10](=[O:11])[CH2:15][CH2:16]2)=[N:4][CH:3]=1, predict the reactants needed to synthesize it. The reactants are: [Br:1][C:2]1[S:6][C:5]([C:7]2([OH:17])[CH2:16][CH2:15][C:10]3(OCC[O:11]3)[CH2:9][CH2:8]2)=[N:4][CH:3]=1.Cl.CCOC(C)=O.O. (10) The reactants are: [CH2:1]([N:3]1[C:7]([N:8]2[CH2:14][CH2:13][CH2:12][C@@H:11]([NH:15][C:16](=[O:21])[C:17]([F:20])([F:19])[F:18])[CH2:10][CH2:9]2)=[C:6]([N+:22]([O-])=O)[CH:5]=[N:4]1)[CH3:2].[C:25]([O:29][C:30]([NH:32][C:33]1[S:37][C:36]([C:38]2[CH:43]=[CH:42][CH:41]=[CH:40][C:39]=2[F:44])=[N:35][C:34]=1[C:45](O)=[O:46])=[O:31])([CH3:28])([CH3:27])[CH3:26]. Given the product [F:44][C:39]1[CH:40]=[CH:41][CH:42]=[CH:43][C:38]=1[C:36]1[S:37][C:33]([NH:32][C:30](=[O:31])[O:29][C:25]([CH3:27])([CH3:26])[CH3:28])=[C:34]([C:45](=[O:46])[NH:22][C:6]2[CH:5]=[N:4][N:3]([CH2:1][CH3:2])[C:7]=2[N:8]2[CH2:14][CH2:13][CH2:12][C@@H:11]([NH:15][C:16](=[O:21])[C:17]([F:20])([F:19])[F:18])[CH2:10][CH2:9]2)[N:35]=1, predict the reactants needed to synthesize it.